This data is from Catalyst prediction with 721,799 reactions and 888 catalyst types from USPTO. The task is: Predict which catalyst facilitates the given reaction. (1) Reactant: [C:1]([C:4]1[CH:13]=[C:12]([OH:14])[C:11]2[C:6](=[CH:7][CH:8]=[CH:9][CH:10]=2)[N:5]=1)([OH:3])=[O:2].C(=O)([O-])[O-].[Cs+].[Cs+].[CH2:21](Br)[C:22]1[CH:27]=[CH:26][CH:25]=[CH:24][CH:23]=1. Product: [CH2:21]([O:2][C:1]([C:4]1[CH:13]=[C:12]([O:14][CH2:12][C:11]2[CH:6]=[CH:7][CH:8]=[CH:9][CH:10]=2)[C:11]2[C:6](=[CH:7][CH:8]=[CH:9][CH:10]=2)[N:5]=1)=[O:3])[C:22]1[CH:27]=[CH:26][CH:25]=[CH:24][CH:23]=1. The catalyst class is: 3. (2) Reactant: F[C:2]1[N:7]=[C:6]([N:8]([CH3:21])[C:9]2[CH:14]=[CH:13][N:12]=[C:11]([C:15]3[CH:20]=[CH:19][CH:18]=[CH:17][CH:16]=3)[N:10]=2)[CH:5]=[CH:4][N:3]=1.[CH3:22][C:23]1[N:24]([C:28]2[CH:29]=[C:30]([CH2:34][C@@H:35]([NH2:37])[CH3:36])[CH:31]=[CH:32][CH:33]=2)[CH:25]=[CH:26][N:27]=1.C([O-])([O-])=O.[Cs+].[Cs+]. Product: [CH3:21][N:8]([C:9]1[CH:14]=[CH:13][N:12]=[C:11]([C:15]2[CH:20]=[CH:19][CH:18]=[CH:17][CH:16]=2)[N:10]=1)[C:6]1[CH:5]=[CH:4][N:3]=[C:2]([NH:37][C@@H:35]([CH3:36])[CH2:34][C:30]2[CH:31]=[CH:32][CH:33]=[C:28]([N:24]3[CH:25]=[CH:26][N:27]=[C:23]3[CH3:22])[CH:29]=2)[N:7]=1. The catalyst class is: 3. (3) Reactant: [CH3:1][N:2]1[C:7](=[O:8])[C:6]([CH3:9])=[CH:5][C:4]([C:10]([OH:12])=O)=[CH:3]1.[C:13]([O:17][C:18](=[O:35])[NH:19][C:20]1[CH:25]=[CH:24][C:23]([NH2:26])=[C:22]([NH:27][CH2:28][C:29]2[CH:34]=[CH:33][CH:32]=[CH:31][CH:30]=2)[CH:21]=1)([CH3:16])([CH3:15])[CH3:14].CCN(C(C)C)C(C)C.CN(C(ON1N=NC2C=CC=NC1=2)=[N+](C)C)C.F[P-](F)(F)(F)(F)F. Product: [C:13]([O:17][C:18](=[O:35])[NH:19][C:20]1[CH:25]=[CH:24][C:23]([NH:26][C:10]([C:4]2[CH:5]=[C:6]([CH3:9])[C:7](=[O:8])[N:2]([CH3:1])[CH:3]=2)=[O:12])=[C:22]([NH:27][CH2:28][C:29]2[CH:34]=[CH:33][CH:32]=[CH:31][CH:30]=2)[CH:21]=1)([CH3:16])([CH3:14])[CH3:15]. The catalyst class is: 20. (4) Reactant: [NH:1]1[C:9]2[C:4](=[CH:5][CH:6]=[CH:7][CH:8]=2)[C:3](/[CH:10]=[C:11]2\[O:12][C:13]3[C:20]([CH2:21][CH2:22][CH2:23][CH:24]4[CH2:29][CH2:28][N:27](C(OC(C)(C)C)=O)[CH2:26][CH2:25]4)=[C:19]([O:37][CH3:38])[CH:18]=[CH:17][C:14]=3[C:15]\2=[O:16])=[N:2]1.Cl.CCOCC. Product: [NH:1]1[C:9]2[C:4](=[CH:5][CH:6]=[CH:7][CH:8]=2)[C:3](/[CH:10]=[C:11]2\[O:12][C:13]3[C:20]([CH2:21][CH2:22][CH2:23][CH:24]4[CH2:29][CH2:28][NH:27][CH2:26][CH2:25]4)=[C:19]([O:37][CH3:38])[CH:18]=[CH:17][C:14]=3[C:15]\2=[O:16])=[N:2]1. The catalyst class is: 135. (5) Reactant: [C:1]([O:5][C:6]([N:8]([C:16]1[C:21]([C:22]#[CH:23])=[CH:20][CH:19]=[CH:18][N:17]=1)[C:9]([O:11][C:12]([CH3:15])([CH3:14])[CH3:13])=[O:10])=[O:7])([CH3:4])([CH3:3])[CH3:2].[N+:24]([CH2:27][CH2:28][C:29]1[CH:42]=[CH:41][C:32]([CH2:33][O:34][C:35]2[CH:40]=[CH:39][CH:38]=[CH:37][N:36]=2)=[CH:31][CH:30]=1)([O-])=[O:25].C(OC(OC(C)(C)C)=O)(OC(C)(C)C)=O. Product: [C:1]([O:5][C:6]([N:8]([C:16]1[C:21]([C:22]2[O:25][N:24]=[C:27]([CH2:28][C:29]3[CH:30]=[CH:31][C:32]([CH2:33][O:34][C:35]4[CH:40]=[CH:39][CH:38]=[CH:37][N:36]=4)=[CH:41][CH:42]=3)[CH:23]=2)=[CH:20][CH:19]=[CH:18][N:17]=1)[C:9]([O:11][C:12]([CH3:14])([CH3:15])[CH3:13])=[O:10])=[O:7])([CH3:2])([CH3:3])[CH3:4]. The catalyst class is: 7. (6) Reactant: [Cl:1][C:2]1[C:3]([C:8]2[N:12]([CH2:13][C:14]([F:17])([F:16])[F:15])[N:11]=[CH:10][C:9]=2[C:18]([O:20]CC)=[O:19])=[N:4][CH:5]=[CH:6][CH:7]=1.[Li+].[OH-].O.Cl. Product: [Cl:1][C:2]1[C:3]([C:8]2[N:12]([CH2:13][C:14]([F:16])([F:17])[F:15])[N:11]=[CH:10][C:9]=2[C:18]([OH:20])=[O:19])=[N:4][CH:5]=[CH:6][CH:7]=1. The catalyst class is: 1. (7) Reactant: [CH3:1][O:2][C:3]1[CH:12]=[CH:11][C:10]2[C:5](=[CH:6][CH:7]=[C:8]([C:13]3[C:21]4[C:16](=[CH:17][CH:18]=[C:19]([C:22]#[N:23])[CH:20]=4)[N:15](C4CCCCO4)[N:14]=3)[CH:9]=2)[N:4]=1. Product: [CH3:1][O:2][C:3]1[CH:12]=[CH:11][C:10]2[C:5](=[CH:6][CH:7]=[C:8]([C:13]3[C:21]4[C:16](=[CH:17][CH:18]=[C:19]([C:22]#[N:23])[CH:20]=4)[NH:15][N:14]=3)[CH:9]=2)[N:4]=1. The catalyst class is: 209.